From a dataset of Reaction yield outcomes from USPTO patents with 853,638 reactions. Predict the reaction yield, written as a fraction of the theoretical maximum amount of product (1.0 means a 100% yield; for example, 0.34 means a 34% yield). (1) The reactants are [C:1]1([Mg]Br)[CH:6]=[CH:5][CH:4]=[CH:3][CH:2]=1.[NH2:9][C:10]1[CH:17]=[C:16]([F:18])[C:15]([Cl:19])=[CH:14][C:11]=1[C:12]#N.C([O:22]CC)C. No catalyst specified. The product is [NH2:9][C:10]1[CH:17]=[C:16]([F:18])[C:15]([Cl:19])=[CH:14][C:11]=1[C:12]([C:1]1[CH:6]=[CH:5][CH:4]=[CH:3][CH:2]=1)=[O:22]. The yield is 0.930. (2) The reactants are N1C=CC=CC=1.[C:7]([O:10][C:11](=[O:13])[CH3:12])(=O)[CH3:8].O[C:15]1[C:16](C)=[C:17]([CH:21]=[C:22](C)[CH:23]=1)[C:18]([OH:20])=[O:19].CCCCCCC. The yield is 0.801. The catalyst is C1(C)C=CC=CC=1. The product is [C:11]([O:10][C:7]1[C:21]([CH3:22])=[C:17]([CH:16]=[C:15]([CH3:23])[CH:8]=1)[C:18]([OH:20])=[O:19])(=[O:13])[CH3:12]. (3) The reactants are [C:1]([O:5][C:6](=[O:35])[NH:7][C:8]1([C:12]2[CH:17]=[CH:16][C:15]([C:18]3[C:19]([C:29]4[CH:34]=[CH:33][CH:32]=[CH:31][CH:30]=4)=[CH:20][C:21]4[NH:26][C:25](=O)[CH2:24][O:23][C:22]=4[N:28]=3)=[CH:14][CH:13]=2)[CH2:11][CH2:10][CH2:9]1)([CH3:4])([CH3:3])[CH3:2].COC1C=CC(P2(SP(C3C=CC(OC)=CC=3)(=S)S2)=[S:45])=CC=1. The catalyst is C1(C)C=CC=CC=1. The product is [C:1]([O:5][C:6](=[O:35])[NH:7][C:8]1([C:12]2[CH:17]=[CH:16][C:15]([C:18]3[C:19]([C:29]4[CH:34]=[CH:33][CH:32]=[CH:31][CH:30]=4)=[CH:20][C:21]4[NH:26][C:25](=[S:45])[CH2:24][O:23][C:22]=4[N:28]=3)=[CH:14][CH:13]=2)[CH2:11][CH2:10][CH2:9]1)([CH3:4])([CH3:3])[CH3:2]. The yield is 0.570. (4) The yield is 0.420. The reactants are [CH:1]1([N:6]2[CH2:11][CH2:10][N:9]([C:12]([C:14]3[CH:15]=[C:16]4[C:20](=[CH:21][CH:22]=3)[NH:19][C:18]([C:23]([N:25]3[CH2:30][CH2:29][C:28]([F:32])([F:31])[CH2:27][CH2:26]3)=[O:24])=[CH:17]4)=[O:13])[CH2:8][CH2:7]2)[CH2:5][CH2:4][CH2:3][CH2:2]1.[H-].[Na+].Br[CH2:36][C:37]#[N:38]. The product is [CH:1]1([N:6]2[CH2:7][CH2:8][N:9]([C:12]([C:14]3[CH:15]=[C:16]4[C:20](=[CH:21][CH:22]=3)[N:19]([CH2:36][C:37]#[N:38])[C:18]([C:23]([N:25]3[CH2:26][CH2:27][C:28]([F:31])([F:32])[CH2:29][CH2:30]3)=[O:24])=[CH:17]4)=[O:13])[CH2:10][CH2:11]2)[CH2:5][CH2:4][CH2:3][CH2:2]1. The catalyst is CN(C)C=O. (5) The reactants are ClC(OC(Cl)C)=O.[O:8]([CH2:15][C:16]1[S:17][C:18]2[CH2:19][N:20](CC3C=CC=CC=3)[CH2:21][CH2:22][CH2:23][C:24]=2[N:25]=1)[C:9]1[CH:14]=[CH:13][CH:12]=[CH:11][CH:10]=1.CCN(C(C)C)C(C)C. The catalyst is C(Cl)Cl. The product is [O:8]([CH2:15][C:16]1[S:17][C:18]2[CH2:19][NH:20][CH2:21][CH2:22][CH2:23][C:24]=2[N:25]=1)[C:9]1[CH:10]=[CH:11][CH:12]=[CH:13][CH:14]=1. The yield is 0.810.